Dataset: NCI-60 drug combinations with 297,098 pairs across 59 cell lines. Task: Regression. Given two drug SMILES strings and cell line genomic features, predict the synergy score measuring deviation from expected non-interaction effect. (1) Drug 1: C1CC(=O)NC(=O)C1N2CC3=C(C2=O)C=CC=C3N. Drug 2: C(CC(=O)O)C(=O)CN.Cl. Cell line: SR. Synergy scores: CSS=18.8, Synergy_ZIP=-8.24, Synergy_Bliss=-5.25, Synergy_Loewe=-1.90, Synergy_HSA=-0.976. (2) Synergy scores: CSS=24.7, Synergy_ZIP=-6.17, Synergy_Bliss=1.92, Synergy_Loewe=-7.05, Synergy_HSA=2.21. Cell line: A498. Drug 2: CC=C1C(=O)NC(C(=O)OC2CC(=O)NC(C(=O)NC(CSSCCC=C2)C(=O)N1)C(C)C)C(C)C. Drug 1: CC1CCC2CC(C(=CC=CC=CC(CC(C(=O)C(C(C(=CC(C(=O)CC(OC(=O)C3CCCCN3C(=O)C(=O)C1(O2)O)C(C)CC4CCC(C(C4)OC)O)C)C)O)OC)C)C)C)OC. (3) Drug 1: CC12CCC(CC1=CCC3C2CCC4(C3CC=C4C5=CN=CC=C5)C)O. Drug 2: C1=CC=C(C=C1)NC(=O)CCCCCCC(=O)NO. Cell line: 786-0. Synergy scores: CSS=11.8, Synergy_ZIP=-4.33, Synergy_Bliss=0.951, Synergy_Loewe=-1.26, Synergy_HSA=1.46.